From a dataset of Reaction yield outcomes from USPTO patents with 853,638 reactions. Predict the reaction yield, written as a fraction of the theoretical maximum amount of product (1.0 means a 100% yield; for example, 0.34 means a 34% yield). (1) The reactants are [CH2:1]([N:3]([CH2:20][CH3:21])[CH2:4][CH2:5][NH:6]C(C1C=CC2C(=CC=C(I)C=2)C=1)=O)[CH3:2].[I:22][C:23]1[C:31]2[CH:30]=[C:29]([C:32]([O:34]C)=O)[S:28][C:27]=2[CH:26]=[CH:25][CH:24]=1.[K+].[Br-]. The catalyst is ClCCl.C(O)C. The product is [CH2:1]([N:3]([CH2:20][CH3:21])[CH2:4][CH2:5][NH:6][C:32]([C:29]1[S:28][C:27]2[CH:26]=[CH:25][CH:24]=[C:23]([I:22])[C:31]=2[CH:30]=1)=[O:34])[CH3:2]. The yield is 0.720. (2) The reactants are [CH3:1][O:2][C:3]1[CH:28]=[CH:27][C:6]([CH2:7][N:8]([CH3:26])[C:9]2[N:13]([CH2:14][C:15]3[CH:20]=[CH:19][C:18]([O:21][CH3:22])=[CH:17][CH:16]=3)[N:12]=[C:11]([N+:23]([O-])=O)[N:10]=2)=[CH:5][CH:4]=1.[NH4+].[Cl-]. The catalyst is [Zn].C1COCC1. The product is [CH3:22][O:21][C:18]1[CH:17]=[CH:16][C:15]([CH2:14][N:13]2[C:9]([N:8]([CH2:7][C:6]3[CH:27]=[CH:28][C:3]([O:2][CH3:1])=[CH:4][CH:5]=3)[CH3:26])=[N:10][C:11]([NH2:23])=[N:12]2)=[CH:20][CH:19]=1. The yield is 0.940. (3) The reactants are [CH:1]([N:4]1[C:8]([C:9]2[CH:14]=[C:13]([CH:15]([CH3:17])[CH3:16])[C:12]([O:18][CH2:19][O:20][CH3:21])=[CH:11][C:10]=2[O:22][CH2:23][O:24][CH3:25])=[N:7][NH:6][C:5]1=[S:26])([CH3:3])[CH3:2].[C:27](=O)([O-])[O-].[K+].[K+].CI. The catalyst is C(O)C. The product is [CH:1]([N:4]1[C:5]([S:26][CH3:27])=[N:6][N:7]=[C:8]1[C:9]1[CH:14]=[C:13]([CH:15]([CH3:17])[CH3:16])[C:12]([O:18][CH2:19][O:20][CH3:21])=[CH:11][C:10]=1[O:22][CH2:23][O:24][CH3:25])([CH3:2])[CH3:3]. The yield is 0.950. (4) The reactants are [C:1]([CH:5]1[CH2:10][CH2:9][CH2:8][CH:7]([CH2:11][CH2:12][CH:13]2OCC[O:14]2)[CH2:6]1)([CH3:4])([CH3:3])[CH3:2]. The catalyst is O.O.O.O.O.O.[Fe](Cl)(Cl)Cl.ClCCl.CC(C)=O. The product is [C:1]([CH:5]1[CH2:10][CH2:9][CH2:8][CH:7]([CH2:11][CH2:12][CH:13]=[O:14])[CH2:6]1)([CH3:4])([CH3:2])[CH3:3]. The yield is 0.400. (5) The reactants are [CH3:1][O:2][C:3]1[CH:12]=[C:11]2[C:6]([CH:7]=[C:8]([C:13]3[CH:22]=[CH:21][C:16]([C:17]([O:19][CH3:20])=[O:18])=[CH:15][CH:14]=3)[CH:9]=[N:10]2)=[CH:5][CH:4]=1.C1C=C(Cl)C=C(C(OO)=[O:31])C=1.C([O-])([O-])=O.[Na+].[Na+]. The catalyst is C(Cl)Cl. The product is [CH3:1][O:2][C:3]1[CH:12]=[C:11]2[C:6]([CH:7]=[C:8]([C:13]3[CH:22]=[CH:21][C:16]([C:17]([O:19][CH3:20])=[O:18])=[CH:15][CH:14]=3)[CH:9]=[N+:10]2[O-:31])=[CH:5][CH:4]=1. The yield is 0.810. (6) The yield is 1.00. The catalyst is O1CCOCC1.CO. The reactants are [ClH:1].C(OC([N:9]1[CH2:14][CH2:13][C:12]([C:18]2[CH:23]=[CH:22][C:21]([Cl:24])=[CH:20][CH:19]=2)([CH2:15][NH:16][CH3:17])[CH2:11][CH2:10]1)=O)(C)(C)C. The product is [ClH:24].[ClH:1].[Cl:24][C:21]1[CH:22]=[CH:23][C:18]([C:12]2([CH2:15][NH:16][CH3:17])[CH2:13][CH2:14][NH:9][CH2:10][CH2:11]2)=[CH:19][CH:20]=1. (7) The reactants are [CH3:1][C:2]1[C:10]2[C:5](=[N:6][CH:7]=[C:8]([C:17]3[CH:22]=[CH:21][CH:20]=[CH:19][CH:18]=3)[C:9]=2[N:11]2[CH2:16][CH2:15][NH:14][CH2:13][CH2:12]2)[NH:4][CH:3]=1.[C:23]([O:27][C:28]([NH:30][CH2:31][CH:32]([CH2:36][C:37]1[CH:42]=[CH:41][C:40]([Cl:43])=[CH:39][CH:38]=1)[C:33](O)=[O:34])=[O:29])([CH3:26])([CH3:25])[CH3:24].C1C=CC2N(O)N=NC=2C=1.O.CCN=C=NCCCN(C)C.CCN(C(C)C)C(C)C. The catalyst is C(Cl)Cl. The product is [Cl:43][C:40]1[CH:41]=[CH:42][C:37]([CH2:36][CH:32]([C:33]([N:14]2[CH2:13][CH2:12][N:11]([C:9]3[C:8]([C:17]4[CH:18]=[CH:19][CH:20]=[CH:21][CH:22]=4)=[CH:7][N:6]=[C:5]4[NH:4][CH:3]=[C:2]([CH3:1])[C:10]=34)[CH2:16][CH2:15]2)=[O:34])[CH2:31][NH:30][C:28](=[O:29])[O:27][C:23]([CH3:26])([CH3:25])[CH3:24])=[CH:38][CH:39]=1. The yield is 0.457. (8) The reactants are [OH:1][C:2]1[CH:3]=[N:4][C:5]([NH:8][C:9](=[O:15])[CH2:10][CH2:11][CH2:12][CH2:13][CH3:14])=[N:6][CH:7]=1.C1(P(C2C=CC=CC=2)C2C=CC=CC=2)C=CC=CC=1.[CH3:35][S:36][CH2:37][CH2:38]O.CCOC(/N=N/C(OCC)=O)=O. The catalyst is O. The product is [CH3:35][S:36][CH2:37][CH2:38][O:1][C:2]1[CH:3]=[N:4][C:5]([NH:8][C:9](=[O:15])[CH2:10][CH2:11][CH2:12][CH2:13][CH3:14])=[N:6][CH:7]=1. The yield is 0.610.